This data is from Reaction yield outcomes from USPTO patents with 853,638 reactions. The task is: Predict the reaction yield, written as a fraction of the theoretical maximum amount of product (1.0 means a 100% yield; for example, 0.34 means a 34% yield). (1) The reactants are Cl[C:2]1[N:7]=[C:6]([C:8]([O:10][CH2:11][CH3:12])=[CH2:9])[CH:5]=[C:4]([CH2:13][O:14][CH3:15])[N:3]=1.[CH3:16][O:17][C:18]1[CH:19]=[C:20]([CH:22]=[CH:23][C:24]=1[N:25]1[CH:29]=[C:28]([CH3:30])[N:27]=[CH:26]1)[NH2:21].C(=O)([O-])[O-].[Cs+].[Cs+].C1(P(C2CCCCC2)C2C=CC=CC=2C2C=CC=CC=2)CCCCC1. The catalyst is O1CCOCC1.C([O-])(=O)C.[Pd+2].C([O-])(=O)C. The product is [CH2:11]([O:10][C:8]([C:6]1[CH:5]=[C:4]([CH2:13][O:14][CH3:15])[N:3]=[C:2]([NH:21][C:20]2[CH:22]=[CH:23][C:24]([N:25]3[CH:29]=[C:28]([CH3:30])[N:27]=[CH:26]3)=[C:18]([O:17][CH3:16])[CH:19]=2)[N:7]=1)=[CH2:9])[CH3:12]. The yield is 0.520. (2) The reactants are [C:1]([O:5][C:6]([N:8]1[CH2:13][CH2:12][CH:11]([O:14][C:15]2[CH:20]=[CH:19][C:18]([N+:21]([O-])=O)=[CH:17][C:16]=2[C:24]([O:26][CH2:27][CH3:28])=[O:25])[CH2:10][CH2:9]1)=[O:7])([CH3:4])([CH3:3])[CH3:2]. The catalyst is CO.[Pd]. The product is [C:1]([O:5][C:6]([N:8]1[CH2:13][CH2:12][CH:11]([O:14][C:15]2[CH:20]=[CH:19][C:18]([NH2:21])=[CH:17][C:16]=2[C:24]([O:26][CH2:27][CH3:28])=[O:25])[CH2:10][CH2:9]1)=[O:7])([CH3:4])([CH3:3])[CH3:2]. The yield is 0.990. (3) The reactants are N(C(OC(C)(C)C)=O)=NC(OC(C)(C)C)=O.[CH2:17]([O:19][C:20]([C:22]1[NH:23][N:24]=[C:25]([CH2:27][O:28][C:29]2[CH:34]=[CH:33][CH:32]=[CH:31][CH:30]=2)[CH:26]=1)=[O:21])[CH3:18].[Br:35][CH2:36][CH2:37]O.C1(P(C2C=CC=CC=2)C2C=CC=CC=2)C=CC=CC=1. The catalyst is C1COCC1. The product is [CH2:17]([O:19][C:20]([C:22]1[N:23]([CH2:37][CH2:36][Br:35])[N:24]=[C:25]([CH2:27][O:28][C:29]2[CH:34]=[CH:33][CH:32]=[CH:31][CH:30]=2)[CH:26]=1)=[O:21])[CH3:18]. The yield is 0.710. (4) The reactants are C(OC([N:8]1[CH2:13][CH2:12][N:11]([CH2:14][C:15]2[CH:20]=[CH:19][C:18]([C:21](=[O:42])[NH:22][C:23]3[CH:28]=[CH:27][C:26]([Cl:29])=[CH:25][C:24]=3[N:30]3[CH2:35][CH2:34][N:33]([CH2:36][CH2:37][C:38]([F:41])([F:40])[F:39])[CH2:32][CH2:31]3)=[C:17]([F:43])[C:16]=2[F:44])[CH:10]([CH2:45][C:46]([OH:48])=[O:47])[CH2:9]1)=O)(C)(C)C. The catalyst is C(Cl)Cl.C(O)(C(F)(F)F)=O. The product is [Cl:29][C:26]1[CH:27]=[CH:28][C:23]([NH:22][C:21]([C:18]2[CH:19]=[CH:20][C:15]([CH2:14][N:11]3[CH2:12][CH2:13][NH:8][CH2:9][CH:10]3[CH2:45][C:46]([OH:48])=[O:47])=[C:16]([F:44])[C:17]=2[F:43])=[O:42])=[C:24]([N:30]2[CH2:35][CH2:34][N:33]([CH2:36][CH2:37][C:38]([F:39])([F:41])[F:40])[CH2:32][CH2:31]2)[CH:25]=1. The yield is 0.635. (5) The reactants are [CH3:1][O:2][P:3]([Cl:6])([Cl:5])=[O:4].[N:7]1[CH:12]=[CH:11][CH:10]=[CH:9][CH:8]=1. No catalyst specified. The product is [P:3]([Cl:6])([Cl:5])([O-:4])=[O:2].[CH3:1][N+:7]1[CH:12]=[CH:11][CH:10]=[CH:9][CH:8]=1. The yield is 0.270. (6) The reactants are [Cl:1][C:2]1[CH:7]=[C:6]([Cl:8])[CH:5]=[CH:4][C:3]=1[C:9]1[N:10]=[C:11]([CH:14]2[CH2:19][CH2:18][NH:17][CH2:16][CH2:15]2)[NH:12][CH:13]=1.Cl[C:21]1[N:26]=[CH:25][N:24]=[C:23]2[NH:27][N:28]=[CH:29][C:22]=12.CCN(CC)CC.CC(O)C. The catalyst is O. The product is [Cl:1][C:2]1[CH:7]=[C:6]([Cl:8])[CH:5]=[CH:4][C:3]=1[C:9]1[NH:10][C:11]([CH:14]2[CH2:19][CH2:18][N:17]([C:21]3[N:26]=[CH:25][N:24]=[C:23]4[NH:27][N:28]=[CH:29][C:22]=34)[CH2:16][CH2:15]2)=[N:12][CH:13]=1. The yield is 0.800. (7) The reactants are [OH:1][C:2]1[C:7](=[O:8])[CH:6]=[CH:5][N:4]([CH3:9])[C:3]=1[CH:10](O)[C:11]([F:14])([F:13])[F:12].[CH2:16]([NH2:19])[CH:17]=[CH2:18]. No catalyst specified. The product is [OH:1][C:2]1[C:7](=[O:8])[CH:6]=[CH:5][N:4]([CH3:9])[C:3]=1[CH:10]([NH:19][CH2:16][CH:17]=[CH2:18])[C:11]([F:14])([F:13])[F:12]. The yield is 0.420. (8) The reactants are C[O:2][C:3](=[O:34])[CH:4]([C:6]1[CH:11]=[CH:10][C:9]([C:12]#[C:13][C:14]2[CH:15]=[C:16]3[C:21](=[C:22]([CH2:24][N:25]([CH:27]4[CH2:29][CH2:28]4)[CH3:26])[CH:23]=2)[O:20][C:19]([CH3:31])([CH3:30])[CH2:18][C:17]3([CH3:33])[CH3:32])=[CH:8][CH:7]=1)[CH3:5].[OH-].[Na+]. The catalyst is CO.O1CCCC1. The product is [CH:27]1([N:25]([CH2:24][C:22]2[CH:23]=[C:14]([C:13]#[C:12][C:9]3[CH:10]=[CH:11][C:6]([CH:4]([CH3:5])[C:3]([OH:34])=[O:2])=[CH:7][CH:8]=3)[CH:15]=[C:16]3[C:21]=2[O:20][C:19]([CH3:30])([CH3:31])[CH2:18][C:17]3([CH3:33])[CH3:32])[CH3:26])[CH2:29][CH2:28]1. The yield is 0.450. (9) The reactants are [Cl:1][C:2]1[CH:3]=[C:4]([C@@H:9]2[C@@H:13]([NH:14][CH3:15])[CH2:12][N:11]([C:16]([CH:18]3[CH2:23][CH2:22][N:21]([C:24]([C:26]4([CH3:29])[CH2:28][CH2:27]4)=[O:25])[CH2:20][CH2:19]3)=[O:17])[CH2:10]2)[CH:5]=[CH:6][C:7]=1[Cl:8].C(N(CC)C(C)C)(C)C.Cl[C:40]([O:42][C:43]1[CH:48]=[CH:47][C:46]([F:49])=[CH:45][CH:44]=1)=[O:41]. The catalyst is ClCCl.CCOC(C)=O. The product is [F:49][C:46]1[CH:47]=[CH:48][C:43]([O:42][C:40](=[O:41])[N:14]([C@@H:13]2[C@@H:9]([C:4]3[CH:5]=[CH:6][C:7]([Cl:8])=[C:2]([Cl:1])[CH:3]=3)[CH2:10][N:11]([C:16]([CH:18]3[CH2:19][CH2:20][N:21]([C:24]([C:26]4([CH3:29])[CH2:28][CH2:27]4)=[O:25])[CH2:22][CH2:23]3)=[O:17])[CH2:12]2)[CH3:15])=[CH:44][CH:45]=1. The yield is 0.680. (10) The reactants are [O:1]1[C:5]2[CH:6]=[CH:7][C:8]([CH2:10][C:11]#[N:12])=[CH:9][C:4]=2[O:3]C1.B(Br)(Br)Br.O. The catalyst is C(Cl)Cl. The product is [OH:3][C:4]1[CH:9]=[C:8]([CH2:10][C:11]#[N:12])[CH:7]=[CH:6][C:5]=1[OH:1]. The yield is 0.540.